This data is from Reaction yield outcomes from USPTO patents with 853,638 reactions. The task is: Predict the reaction yield, written as a fraction of the theoretical maximum amount of product (1.0 means a 100% yield; for example, 0.34 means a 34% yield). (1) The reactants are Cl.Cl.[CH3:3][C@H:4]1[C:12]2[C:11]([N:13]3[CH2:18][CH2:17][NH:16][CH2:15][C@@H:14]3[CH3:19])=[N:10][CH:9]=[N:8][C:7]=2[CH2:6][CH2:5]1.C(N(CC)CC)C.[C:27]([O:31][C:32]([NH:34][C@H:35]([CH2:39][C:40]1[CH:45]=[CH:44][C:43]([Cl:46])=[C:42]([F:47])[CH:41]=1)[C:36](O)=[O:37])=[O:33])([CH3:30])([CH3:29])[CH3:28].CN(C(ON1N=NC2C=CC=CC1=2)=[N+](C)C)C.F[P-](F)(F)(F)(F)F. The catalyst is C(Cl)Cl. The product is [Cl:46][C:43]1[CH:44]=[CH:45][C:40]([CH2:39][C@@H:35]([NH:34][C:32](=[O:33])[O:31][C:27]([CH3:28])([CH3:29])[CH3:30])[C:36]([N:16]2[CH2:17][CH2:18][N:13]([C:11]3[C:12]4[C@H:4]([CH3:3])[CH2:5][CH2:6][C:7]=4[N:8]=[CH:9][N:10]=3)[C@@H:14]([CH3:19])[CH2:15]2)=[O:37])=[CH:41][C:42]=1[F:47]. The yield is 0.820. (2) The reactants are [CH3:1][C:2]([OH:8])([CH3:7])[CH2:3][CH2:4][CH2:5][OH:6].C(N(CC)CC)C.C1(C)C=CC=CC=1.[CH:23]12[CH2:29][CH:26]([CH:27]=[CH:28]1)[CH2:25][CH:24]2[C:30](Cl)=[O:31]. The catalyst is O. The product is [CH:23]12[CH2:29][CH:26]([CH:27]=[CH:28]1)[CH2:25][CH:24]2[C:30]([O:6][CH2:5][CH2:4][CH2:3][C:2]([OH:8])([CH3:7])[CH3:1])=[O:31]. The yield is 0.900. (3) The reactants are [O:1]1[C:5]2[CH:6]=[CH:7][C:8]([C:10]3([C:13]([NH:15][C:16]4[CH:17]=[C:18]([C:23]5[CH:28]=[CH:27][C:26]([CH2:29]O)=[CH:25][CH:24]=5)[C:19]([CH3:22])=[CH:20][CH:21]=4)=[O:14])[CH2:12][CH2:11]3)=[CH:9][C:4]=2[O:3][CH2:2]1.CS(Cl)(=O)=O.[CH:36]([N:39](CC)C(C)C)(C)C.CN.C1COCC1. The catalyst is ClCCl. The product is [O:1]1[C:5]2[CH:6]=[CH:7][C:8]([C:10]3([C:13]([NH:15][C:16]4[CH:17]=[C:18]([C:23]5[CH:28]=[CH:27][C:26]([CH2:29][NH:39][CH3:36])=[CH:25][CH:24]=5)[C:19]([CH3:22])=[CH:20][CH:21]=4)=[O:14])[CH2:12][CH2:11]3)=[CH:9][C:4]=2[O:3][CH2:2]1. The yield is 0.600. (4) The reactants are [CH:1]([C:4]1[CH:8]=[C:7]([C:9]([OH:11])=O)[NH:6][N:5]=1)([CH3:3])[CH3:2].[NH2:12][C@@H:13]([CH3:29])[CH2:14][N:15]1[CH:19]=[CH:18][C:17]([C:20]2[CH:27]=[CH:26][C:23]([C:24]#[N:25])=[C:22]([Cl:28])[CH:21]=2)=[N:16]1. No catalyst specified. The product is [Cl:28][C:22]1[CH:21]=[C:20]([C:17]2[CH:18]=[CH:19][N:15]([CH2:14][C@@H:13]([NH:12][C:9]([C:7]3[N:6]([C:9]([C:7]4[NH:6][N:5]=[C:4]([CH:1]([CH3:3])[CH3:2])[CH:8]=4)=[O:11])[N:5]=[C:4]([CH:1]([CH3:2])[CH3:3])[CH:8]=3)=[O:11])[CH3:29])[N:16]=2)[CH:27]=[CH:26][C:23]=1[C:24]#[N:25]. The yield is 0.0188.